The task is: Predict which catalyst facilitates the given reaction.. This data is from Catalyst prediction with 721,799 reactions and 888 catalyst types from USPTO. (1) Reactant: CS([O:5][CH2:6][C@@H:7]1[CH2:11][CH2:10][CH2:9][N:8]1[C:12]([O:14][C:15]([CH3:18])([CH3:17])[CH3:16])=[O:13])(=O)=O.[Br:19][C:20]1[CH:25]=[CH:24][C:23](O)=[C:22]([O:27][CH3:28])[CH:21]=1.C(=O)([O-])[O-].[Cs+].[Cs+]. Product: [Br:19][C:20]1[CH:25]=[CH:24][C:23]([O:5][CH2:6][C@@H:7]2[CH2:11][CH2:10][CH2:9][N:8]2[C:12]([O:14][C:15]([CH3:18])([CH3:17])[CH3:16])=[O:13])=[C:22]([O:27][CH3:28])[CH:21]=1. The catalyst class is: 35. (2) Reactant: [NH2:1][C:2]1[N:19]=[CH:18][C:17]([N+:20]([O-:22])=[O:21])=[CH:16][C:3]=1[C:4]([NH:6][CH2:7][C:8]1[CH:13]=[CH:12][C:11]([Cl:14])=[C:10]([Cl:15])[CH:9]=1)=[O:5].[CH3:23]OC(OC)OC. Product: [Cl:15][C:10]1[CH:9]=[C:8]([CH:13]=[CH:12][C:11]=1[Cl:14])[CH2:7][N:6]1[C:4](=[O:5])[C:3]2[CH:16]=[C:17]([N+:20]([O-:22])=[O:21])[CH:18]=[N:19][C:2]=2[N:1]=[CH:23]1. The catalyst class is: 15. (3) Reactant: Cl.[C:2]([O:6][C:7](=[O:11])[C@H:8]([CH3:10])[NH2:9])([CH3:5])([CH3:4])[CH3:3].[CH3:12][CH:13]([C@H:15]([NH:26]C(OCC1C2C(=CC=CC=2)C2C1=CC=CC=2)=O)[C:16](ON1C(=O)CCC1=O)=[O:17])[CH3:14].CCN(C(C)C)C(C)C. Product: [NH2:26][C@@H:15]([CH:13]([CH3:14])[CH3:12])[C:16]([NH:9][C@@H:8]([CH3:10])[C:7]([O:6][C:2]([CH3:5])([CH3:4])[CH3:3])=[O:11])=[O:17]. The catalyst class is: 4. (4) Reactant: [CH2:1]([O:3][C:4]([C:6]1[CH:7]=[N:8][N:9]([CH2:11][C:12]([OH:14])=O)[CH:10]=1)=[O:5])[CH3:2].Cl.[F:16][C:17]([F:29])([F:28])[C:18]1[CH:19]=[C:20]([CH:25]=[CH:26][CH:27]=1)[C:21]([NH:23][NH2:24])=O.C(Br)(Br)(Br)Br.C1(P(C2C=CC=CC=2)C2C=CC=CC=2)C=CC=CC=1. Product: [F:16][C:17]([F:28])([F:29])[C:18]1[CH:19]=[C:20]([C:21]2[O:14][C:12]([CH2:11][N:9]3[CH:10]=[C:6]([C:4]([O:3][CH2:1][CH3:2])=[O:5])[CH:7]=[N:8]3)=[N:24][N:23]=2)[CH:25]=[CH:26][CH:27]=1. The catalyst class is: 4.